Dataset: Full USPTO retrosynthesis dataset with 1.9M reactions from patents (1976-2016). Task: Predict the reactants needed to synthesize the given product. Given the product [CH3:22][N:19]1[C:18]2[CH:23]=[CH:24][C:15](/[C:12](/[CH2:13][CH3:14])=[C:11](/[C:25]3[CH:30]=[CH:29][C:28]([OH:31])=[CH:27][CH:26]=3)\[C:8]3[CH:9]=[CH:10][C:5]([O:4][CH2:3][CH2:2][NH:33][CH3:32])=[CH:6][CH:7]=3)=[CH:16][C:17]=2[N:21]=[CH:20]1, predict the reactants needed to synthesize it. The reactants are: Cl[CH2:2][CH2:3][O:4][C:5]1[CH:10]=[CH:9][C:8](/[C:11](/[C:25]2[CH:30]=[CH:29][C:28]([OH:31])=[CH:27][CH:26]=2)=[C:12](\[C:15]2[CH:24]=[CH:23][C:18]3[N:19]([CH3:22])[CH:20]=[N:21][C:17]=3[CH:16]=2)/[CH2:13][CH3:14])=[CH:7][CH:6]=1.[CH3:32][NH2:33].